This data is from Catalyst prediction with 721,799 reactions and 888 catalyst types from USPTO. The task is: Predict which catalyst facilitates the given reaction. (1) Reactant: [F:1][C:2]1[CH:9]=[CH:8][C:5]([CH2:6][NH2:7])=[CH:4][CH:3]=1.[CH2:10]([O:12][C:13](=[O:16])[CH2:14]Br)[CH3:11]. Product: [CH2:10]([O:12][C:13](=[O:16])[CH2:14][NH:7][CH2:6][C:5]1[CH:8]=[CH:9][C:2]([F:1])=[CH:3][CH:4]=1)[CH3:11]. The catalyst class is: 1. (2) Reactant: Br[C:2]1[C:3](=[O:18])[C:4]([CH3:17])([CH3:16])[O:5][C:6]=1[C:7]1[CH:12]=[CH:11][C:10]([N+:13]([O-:15])=[O:14])=[CH:9][CH:8]=1.CC1(C)C(C)(C)OB([C:27]2[CH:44]=[CH:43][C:30]([O:31][CH2:32][C:33]3[CH:42]=[CH:41][C:40]4[C:35](=[CH:36][CH:37]=[CH:38][CH:39]=4)[N:34]=3)=[CH:29][CH:28]=2)O1.C([O-])([O-])=O.[Cs+].[Cs+]. Product: [CH3:16][C:4]1([CH3:17])[C:3](=[O:18])[C:2]([C:27]2[CH:28]=[CH:29][C:30]([O:31][CH2:32][C:33]3[CH:42]=[CH:41][C:40]4[C:35](=[CH:36][CH:37]=[CH:38][CH:39]=4)[N:34]=3)=[CH:43][CH:44]=2)=[C:6]([C:7]2[CH:12]=[CH:11][C:10]([N+:13]([O-:15])=[O:14])=[CH:9][CH:8]=2)[O:5]1. The catalyst class is: 93. (3) Product: [CH3:65][O:64][C:62]([NH:1][C@@H:2]([C@@H:38]([C:47]1[CH:52]=[CH:51][C:50]([F:53])=[CH:49][CH:48]=1)[C:39]1[CH:40]=[C:41]([F:46])[CH:42]=[C:43]([F:45])[CH:44]=1)[C:3]([NH:5][C:6]1[CH:7]=[N:8][CH:9]=[C:10]([F:37])[C:11]=1[CH2:12][CH2:13][C@H:14]1[O:19][CH2:18][C@H:17]([CH2:20][O:21][C:22]([NH:24][CH2:25][C:26]([F:29])([F:27])[F:28])=[O:23])[N:16]([C:30]([O:32][C:33]([CH3:34])([CH3:35])[CH3:36])=[O:31])[CH2:15]1)=[O:4])=[O:63]. Reactant: [NH2:1][C@@H:2]([C@@H:38]([C:47]1[CH:52]=[CH:51][C:50]([F:53])=[CH:49][CH:48]=1)[C:39]1[CH:44]=[C:43]([F:45])[CH:42]=[C:41]([F:46])[CH:40]=1)[C:3]([NH:5][C:6]1[CH:7]=[N:8][CH:9]=[C:10]([F:37])[C:11]=1[CH2:12][CH2:13][C@H:14]1[O:19][CH2:18][C@H:17]([CH2:20][O:21][C:22]([NH:24][CH2:25][C:26]([F:29])([F:28])[F:27])=[O:23])[N:16]([C:30]([O:32][C:33]([CH3:36])([CH3:35])[CH3:34])=[O:31])[CH2:15]1)=[O:4].C(N(CC)CC)C.Cl[C:62]([O:64][CH3:65])=[O:63]. The catalyst class is: 2. (4) Reactant: [CH3:1]/[C:2](/[NH:7][C:8]([C:10]1[CH:15]=[CH:14][CH:13]=[C:12]([Br:16])[N:11]=1)=O)=[CH:3]/[C:4](=[O:6])[CH3:5].C(N(C(C)C)CC)(C)C.FC(F)(F)S(O[Si](C)(C)C)(=O)=O.[Cl-].[NH4+]. Product: [Br:16][C:12]1[N:11]=[C:10]([C:8]2[CH:5]=[C:4]([OH:6])[CH:3]=[C:2]([CH3:1])[N:7]=2)[CH:15]=[CH:14][CH:13]=1. The catalyst class is: 26.